Dataset: Forward reaction prediction with 1.9M reactions from USPTO patents (1976-2016). Task: Predict the product of the given reaction. (1) Given the reactants S1C2C=CC=CC=2N=C1.OC(C(F)(F)F)=O.[NH2:17][CH:18]([CH2:30][CH3:31])[C@@H:19]([C:21]1[S:22][C:23]2[CH:29]=[CH:28][CH:27]=[CH:26][C:24]=2[N:25]=1)[OH:20], predict the reaction product. The product is: [NH2:17][CH:18]([CH2:30][CH3:31])[C@@H:19]([C:21]1[S:22][C:23]2[CH:29]=[CH:28][CH:27]=[CH:26][C:24]=2[N:25]=1)[OH:20]. (2) The product is: [Br:1][C:2]1[CH:11]=[CH:10][CH:9]=[C:4]2[C:3]=1[CH2:12][NH:20][C:5]2=[O:6]. Given the reactants [Br:1][C:2]1[C:3]([CH2:12]Br)=[C:4]([CH:9]=[CH:10][CH:11]=1)[C:5](OC)=[O:6].C1COCC1.[OH-].[NH4+:20], predict the reaction product. (3) Given the reactants [NH2:1][CH2:2][CH2:3][NH2:4].[C:5](C1CC(=O)N(O)C1=O)([O:7][CH2:8][C:9]1[CH:14]=[CH:13][CH:12]=[CH:11][CH:10]=1)=[O:6], predict the reaction product. The product is: [NH2:1][CH2:2][CH2:3][NH:4][C:5](=[O:6])[O:7][CH2:8][C:9]1[CH:14]=[CH:13][CH:12]=[CH:11][CH:10]=1. (4) Given the reactants [ClH:1].[O:2]=[C:3]1[N:7]([C:8]2[N:13]=[CH:12][C:11]([C:14]([NH2:16])=[O:15])=[CH:10][CH:9]=2)[NH:6][CH:5]=[C:4]1[C:17]1[CH:18]=[N:19][CH:20]=[CH:21][CH:22]=1.[C:23](N)([CH3:26])([CH3:25])[CH3:24], predict the reaction product. The product is: [ClH:1].[C:23]([NH:16][C:14]([C:11]1[CH:12]=[N:13][C:8]([N:7]2[C:3](=[O:2])[C:4]([C:17]3[CH:18]=[N:19][CH:20]=[CH:21][CH:22]=3)=[CH:5][NH:6]2)=[CH:9][CH:10]=1)=[O:15])([CH3:26])([CH3:25])[CH3:24]. (5) Given the reactants [Br:1][C:2]1[CH:7]=[CH:6][CH:5]=[CH:4][C:3]=1[C:8](=O)[CH2:9][CH2:10][CH2:11][CH2:12][N:13]1[CH2:18][CH2:17][CH:16]([C:19]2[CH:20]=[C:21]([NH:25][C:26](=[O:30])[CH:27]([CH3:29])[CH3:28])[CH:22]=[CH:23][CH:24]=2)[CH2:15][CH2:14]1.[CH3:32][N:33]([C:35]1[CH:40]=[CH:39][CH:38]=[CH:37][CH:36]=1)N, predict the reaction product. The product is: [Br:1][C:2]1[CH:7]=[CH:6][CH:5]=[CH:4][C:3]=1[C:8]1[N:33]([CH3:32])[C:35]2[C:40]([C:9]=1[CH2:10][CH2:11][CH2:12][N:13]1[CH2:18][CH2:17][CH:16]([C:19]3[CH:20]=[C:21]([NH:25][C:26](=[O:30])[CH:27]([CH3:29])[CH3:28])[CH:22]=[CH:23][CH:24]=3)[CH2:15][CH2:14]1)=[CH:39][CH:38]=[CH:37][CH:36]=2. (6) Given the reactants [C:1]([O:5][C:6]([N:8]1[CH2:13][C@H:12]([CH2:14][OH:15])[N:11]([CH2:16][C:17]([N:19]2[C:27]3[C:22](=[CH:23][CH:24]=[C:25]([Cl:28])[CH:26]=3)[C:21]([CH3:30])([CH3:29])[CH2:20]2)=[O:18])[CH2:10][C@H:9]1[CH3:31])=[O:7])([CH3:4])([CH3:3])[CH3:2].[H-].[Na+].[CH3:34]I, predict the reaction product. The product is: [C:1]([O:5][C:6]([N:8]1[CH2:13][C@H:12]([CH2:14][O:15][CH3:34])[N:11]([CH2:16][C:17]([N:19]2[C:27]3[C:22](=[CH:23][CH:24]=[C:25]([Cl:28])[CH:26]=3)[C:21]([CH3:30])([CH3:29])[CH2:20]2)=[O:18])[CH2:10][C@H:9]1[CH3:31])=[O:7])([CH3:4])([CH3:2])[CH3:3].